Dataset: Full USPTO retrosynthesis dataset with 1.9M reactions from patents (1976-2016). Task: Predict the reactants needed to synthesize the given product. (1) Given the product [CH3:23][O:22][C:20](=[O:21])[C:17]1[CH:18]=[CH:19][C:14]([O:13][CH3:12])=[C:15]([C:9]2[O:10][C:3]3[C:4](=[N:5][CH:6]=[CH:7][C:2]=3[Cl:1])[CH:8]=2)[CH:16]=1, predict the reactants needed to synthesize it. The reactants are: [Cl:1][C:2]1[CH:7]=[CH:6][N:5]=[C:4]2[CH:8]=[C:9](I)[O:10][C:3]=12.[CH3:12][O:13][C:14]1[CH:19]=[CH:18][C:17]([C:20]([O:22][CH3:23])=[O:21])=[CH:16][C:15]=1B(O)O.C([O-])([O-])=O.[Na+].[Na+].O. (2) Given the product [F:1][C:2]1[CH:9]=[CH:8][C:5]([CH2:6][NH:13][CH2:14][C:15]([O:17][CH3:18])=[O:16])=[CH:4][C:3]=1[O:10][CH3:11], predict the reactants needed to synthesize it. The reactants are: [F:1][C:2]1[CH:9]=[CH:8][C:5]([CH:6]=O)=[CH:4][C:3]=1[O:10][CH3:11].Cl.[NH2:13][CH2:14][C:15]([O:17][CH3:18])=[O:16].CC([O-])=O.[Na+].[BH4-].[Na+].